Dataset: Cav3 T-type calcium channel HTS with 100,875 compounds. Task: Binary Classification. Given a drug SMILES string, predict its activity (active/inactive) in a high-throughput screening assay against a specified biological target. (1) The drug is Clc1cc(c(OC(=O)c2occc2)cc1)C(=O)C. The result is 0 (inactive). (2) The drug is O=C(Nc1ccc(cc1)C(=O)Nc1cccnc1)C(C)(C)C. The result is 0 (inactive). (3) The drug is Brc1ccc(S(=O)(=O)N(CC)CC(=O)NC)cc1. The result is 0 (inactive). (4) The drug is OC1(CCN(CC1)C(=O)Nc1c(OC)cc(OC)cc1)c1cccnc1. The result is 0 (inactive).